This data is from Cav3 T-type calcium channel HTS with 100,875 compounds. The task is: Binary Classification. Given a drug SMILES string, predict its activity (active/inactive) in a high-throughput screening assay against a specified biological target. (1) The drug is Fc1c(C(=O)Nc2ccc(NC(=O)c3occc3)cc2)c(F)c(F)c(OC)c1F. The result is 0 (inactive). (2) The molecule is O1c2c(OC1)ccc(NC(=O)Cc1c3c([nH]c1C(O)=O)cccc3)c2. The result is 0 (inactive). (3) The molecule is O1C(COc2c1cccc2)C(OCC(=O)NC(=O)Nc1cc2OCCOc2cc1)=O. The result is 0 (inactive). (4) The result is 0 (inactive). The compound is O=C1N(C(=O)C(/c2c1cccc2)=C\Nc1cc(OC)ccc1)c1nc(ccc1)C.